The task is: Binary Classification. Given a miRNA mature sequence and a target amino acid sequence, predict their likelihood of interaction.. This data is from Experimentally validated miRNA-target interactions with 360,000+ pairs, plus equal number of negative samples. (1) The miRNA is hsa-miR-548ao-3p with sequence AAAGACCGUGACUACUUUUGCA. The protein sequence of the target gene is MSFLSRQQPPPTRRVGAAYSLRQKLIFSPGSDCEEEEEEEEEGSGHSTGEDSAFQEPDSPLPSARSPAEAEAERRRRSPGAEPSSPGELEDDLLLQGGGGGAQAAGGGAEGDSWEEEGFGSSSPVKSPSTAYFLSSPFSPVRCGGPGDASPQGCGAPRAMDDPCSPQPDYPSTPPHKTFRKLRLFDTPHTPKSLLSKARVIDSGSVKLRGSSLFMDTEKSGKREFDTRQTPQVNINPFTPDPVLLHSSGRCRGRKRAYFNDSSEDMEASDYEFEDETRPAKRITITESNMKSRYTTEFHE.... Result: 0 (no interaction). (2) The miRNA is hsa-miR-4713-5p with sequence UUCUCCCACUACCAGGCUCCCA. The protein sequence of the target gene is MRPRTKARSPGRALRNPWRGFLPLTLALFVGAGHAQRDPVGRYEPAGGDANRLRRPGGSYPAAAAAKVYSLFREQDAPVAGLQPVERAQPGWGSPRRPTEAEARRPSRAQQSRRVQPPAQTRRSTPLGQQQPAPRTRAAPALPRLGTPQRSGAAPPTPPRGRLTGRNVCGGQCCPGWTTANSTNHCIKPVCEPPCQNRGSCSRPQLCVCRSGFRGARCEEVIPDEEFDPQNSRLAPRRWAERSPNLRRSSAAGEGTLARAQPPAPQSPPAPQSPPAGTLSGLSQTHPSQQHVGLSRTVRL.... Result: 1 (interaction). (3) The protein sequence of the target gene is MRVALGMLWLLALAWPPQARGFCPSQCSCSLHIMGDGSKARTVVCNDPDMTLPPASIPPDTSRLRLERTAIRRVPGEAFRPLGRLEQLWLPYNALSELNALMLRGLRRLRELRLPGNRLAAFPWAALRDAPKLRLLDLQANRLSAVPAEAARFLENLTFLDLSSNQLMRLPQELIVSWAHLETGIFPPGHHPRRVLGLQDNPWACDCRLYDLVHLLDGWAPNLAFIETELRCASPRSLAGVAFSQLELRKCQGPELHPGVASIRSLLGGTALLRCGATGVPGPEMSWRRANGRPLNGTVH.... Result: 1 (interaction). The miRNA is hsa-miR-1229-3p with sequence CUCUCACCACUGCCCUCCCACAG.